From a dataset of Catalyst prediction with 721,799 reactions and 888 catalyst types from USPTO. Predict which catalyst facilitates the given reaction. Reactant: [CH2:1]([N:8]1[CH2:12][CH:11]([N+:13]([O-])=O)[CH:10]([C:16]2[CH:21]=[CH:20][C:19]([F:22])=[CH:18][C:17]=2[CH3:23])[CH2:9]1)[C:2]1[CH:7]=[CH:6][CH:5]=[CH:4][CH:3]=1.O.O.Cl[Sn]Cl.C([O-])(O)=O.[Na+]. Product: [CH2:1]([N:8]1[CH2:9][CH:10]([C:16]2[CH:21]=[CH:20][C:19]([F:22])=[CH:18][C:17]=2[CH3:23])[CH:11]([NH2:13])[CH2:12]1)[C:2]1[CH:7]=[CH:6][CH:5]=[CH:4][CH:3]=1. The catalyst class is: 25.